Dataset: Reaction yield outcomes from USPTO patents with 853,638 reactions. Task: Predict the reaction yield, written as a fraction of the theoretical maximum amount of product (1.0 means a 100% yield; for example, 0.34 means a 34% yield). (1) The reactants are [C:1]1([SH:7])[CH:6]=[CH:5][CH:4]=[CH:3][CH:2]=1.[O-]CC.[Na+].Br[CH2:13][CH2:14][Cl:15].O. The catalyst is C(O)C. The product is [C:1]1([S:7][CH2:13][CH2:14][Cl:15])[CH:6]=[CH:5][CH:4]=[CH:3][CH:2]=1. The yield is 0.740. (2) The reactants are C(O)(=O)/C=C/C(O)=O.[NH2:9][CH2:10][CH2:11][O:12]/[N:13]=[C:14]1/[C:15]([CH3:35])([CH3:34])[C:16]2[C@:29]([CH3:32])([CH2:30][CH2:31]/1)[C@@H:28]1[C@H:19]([C@H:20]3[C@@:24]([CH2:26][CH2:27]1)([CH3:25])[C@@H:23]([OH:33])[CH2:22][CH2:21]3)[CH2:18][CH:17]=2.CCN(CC)CC.[CH:43]1[C:55]2[CH:54]([CH2:56][O:57][C:58](Cl)=[O:59])[C:53]3[C:48](=[CH:49][CH:50]=[CH:51][CH:52]=3)[C:47]=2[CH:46]=[CH:45][CH:44]=1.O. The catalyst is C(Cl)Cl. The product is [CH:43]1[C:55]2[CH:54]([CH2:56][O:57][C:58]([NH:9][CH2:10][CH2:11][O:12]/[N:13]=[C:14]3/[C:15]([CH3:35])([CH3:34])[C:16]4[C@:29]([CH3:32])([CH2:30][CH2:31]/3)[C@@H:28]3[C@H:19]([C@H:20]5[C@@:24]([CH2:26][CH2:27]3)([CH3:25])[C@@H:23]([OH:33])[CH2:22][CH2:21]5)[CH2:18][CH:17]=4)=[O:59])[C:53]3[C:48](=[CH:49][CH:50]=[CH:51][CH:52]=3)[C:47]=2[CH:46]=[CH:45][CH:44]=1. The yield is 0.990. (3) The reactants are [CH2:1]([O:8][CH2:9][CH2:10][CH2:11][C@@H:12]1[CH2:16][CH2:15][N:14]([C:17]2[CH:18]=[N:19][CH:20]=[C:21]([O:23][CH2:24][C@@H:25]3[CH2:29][CH2:28][CH2:27][N:26]3C(OC(C)(C)C)=O)[CH:22]=2)[CH2:13]1)[C:2]1[CH:7]=[CH:6][CH:5]=[CH:4][CH:3]=1.C(O)(C(F)(F)F)=O. The catalyst is C(Cl)Cl.O. The product is [CH2:1]([O:8][CH2:9][CH2:10][CH2:11][C@@H:12]1[CH2:16][CH2:15][N:14]([C:17]2[CH:18]=[N:19][CH:20]=[C:21]([O:23][CH2:24][C@@H:25]3[CH2:29][CH2:28][CH2:27][NH:26]3)[CH:22]=2)[CH2:13]1)[C:2]1[CH:3]=[CH:4][CH:5]=[CH:6][CH:7]=1. The yield is 0.700. (4) The reactants are P([O-])([O-])([O-])=O.[K+].[K+].[K+].[Br:9][C:10]1[N:14]=[CH:13][NH:12][N:11]=1.N#N.CN[C@H]1[C@H](NC)CCCC1.I[C:28]1[CH:33]=[CH:32][C:31]([O:34][C:35]([F:38])([F:37])[F:36])=[CH:30][CH:29]=1. The catalyst is CCOC(C)=O.[Cu]I.CN(C=O)C. The product is [Br:9][C:10]1[N:14]=[CH:13][N:12]([C:28]2[CH:29]=[CH:30][C:31]([O:34][C:35]([F:36])([F:37])[F:38])=[CH:32][CH:33]=2)[N:11]=1. The yield is 0.340. (5) The reactants are [C:1]1([S:7]([N:10]2[C:18]3[C:13](=[CH:14][C:15](B4OC(C)(C)C(C)(C)O4)=[CH:16][CH:17]=3)[CH:12]=[C:11]2[C:28]2[CH:33]=[CH:32][CH:31]=[CH:30][C:29]=2[F:34])(=[O:9])=[O:8])[CH:6]=[CH:5][CH:4]=[CH:3][CH:2]=1.[CH3:35][N:36]1[C:40](OS(C(F)(F)F)(=O)=O)=[CH:39][C:38]([C:49]2[CH:50]=[N:51][CH:52]=[CH:53][CH:54]=2)=[N:37]1. The catalyst is O1CCOCC1. The product is [C:1]1([S:7]([N:10]2[C:18]3[C:13](=[CH:14][C:15]([C:40]4[N:36]([CH3:35])[N:37]=[C:38]([C:49]5[CH:50]=[N:51][CH:52]=[CH:53][CH:54]=5)[CH:39]=4)=[CH:16][CH:17]=3)[CH:12]=[C:11]2[C:28]2[CH:33]=[CH:32][CH:31]=[CH:30][C:29]=2[F:34])(=[O:8])=[O:9])[CH:2]=[CH:3][CH:4]=[CH:5][CH:6]=1. The yield is 0.630. (6) The reactants are [F:1][C:2]1[CH:3]=[CH:4][C:5]([CH3:33])=[C:6]([CH:32]=1)[O:7][CH2:8][C:9]1[C:10]([C:23]2[CH:28]=[CH:27][C:26]([OH:29])=[CH:25][C:24]=2[O:30][CH3:31])=[CH:11][CH:12]=[C:13]2[C:18]=1[N:17]([CH3:19])[C:16](=[O:20])[C:15]([CH3:22])([CH3:21])[NH:14]2.C(N(CC)CC)C.[CH3:41][S:42](Cl)(=[O:44])=[O:43]. The yield is 0.980. The catalyst is ClCCl. The product is [F:1][C:2]1[CH:3]=[CH:4][C:5]([CH3:33])=[C:6]([CH:32]=1)[O:7][CH2:8][C:9]1[C:10]([C:23]2[CH:28]=[CH:27][C:26]([O:29][S:42]([CH3:41])(=[O:44])=[O:43])=[CH:25][C:24]=2[O:30][CH3:31])=[CH:11][CH:12]=[C:13]2[C:18]=1[N:17]([CH3:19])[C:16](=[O:20])[C:15]([CH3:22])([CH3:21])[NH:14]2. (7) The reactants are [Br:1][C:2]1[C:3]([OH:17])=[C:4]([C:13]([O:15][CH3:16])=[O:14])[S:5][C:6]=1[C:7]1[N:11]([CH3:12])[N:10]=[CH:9][CH:8]=1.CO.[CH:20]1C=CC(P(C2C=CC=CC=2)C2C=CC=CC=2)=CC=1.CCOC(/N=N/C(OCC)=O)=O. The catalyst is C1COCC1. The product is [Br:1][C:2]1[C:3]([O:17][CH3:20])=[C:4]([C:13]([O:15][CH3:16])=[O:14])[S:5][C:6]=1[C:7]1[N:11]([CH3:12])[N:10]=[CH:9][CH:8]=1. The yield is 0.740. (8) The reactants are [Br:1][C:2]1[CH:3]=[C:4]([C:9]2([C:17]3[CH:22]=[CH:21][C:20]([O:23][CH3:24])=[C:19]([OH:25])[CH:18]=3)[NH:13][C:12](=[S:14])[N:11]([CH3:15])[C:10]2=[O:16])[CH:5]=[CH:6][C:7]=1[F:8].[F:26][C:27]([F:46])([F:45])[S:28](N(C1C=CC=CC=1)[S:28]([C:27]([F:46])([F:45])[F:26])(=[O:30])=[O:29])(=[O:30])=[O:29].C(N(CC)CC)C. The catalyst is ClCCl. The product is [F:26][C:27]([F:46])([F:45])[S:28]([O:25][C:19]1[CH:18]=[C:17]([C:9]2([C:4]3[CH:5]=[CH:6][C:7]([F:8])=[C:2]([Br:1])[CH:3]=3)[C:10](=[O:16])[N:11]([CH3:15])[C:12](=[S:14])[NH:13]2)[CH:22]=[CH:21][C:20]=1[O:23][CH3:24])(=[O:30])=[O:29]. The yield is 0.930.